Dataset: Peptide-MHC class I binding affinity with 185,985 pairs from IEDB/IMGT. Task: Regression. Given a peptide amino acid sequence and an MHC pseudo amino acid sequence, predict their binding affinity value. This is MHC class I binding data. (1) The MHC is HLA-A31:01 with pseudo-sequence HLA-A31:01. The peptide sequence is LMQGSTLPR. The binding affinity (normalized) is 0.647. (2) The peptide sequence is RVLHEDRFF. The MHC is HLA-A02:01 with pseudo-sequence HLA-A02:01. The binding affinity (normalized) is 0.0847. (3) The peptide sequence is IPVHPRHPY. The MHC is HLA-A32:07 with pseudo-sequence HLA-A32:07. The binding affinity (normalized) is 0.448.